Dataset: Peptide-MHC class I binding affinity with 185,985 pairs from IEDB/IMGT. Task: Regression. Given a peptide amino acid sequence and an MHC pseudo amino acid sequence, predict their binding affinity value. This is MHC class I binding data. (1) The peptide sequence is YQVKYPNL. The MHC is H-2-Kb with pseudo-sequence H-2-Kb. The binding affinity (normalized) is 0.608. (2) The peptide sequence is RPAGARAAF. The MHC is HLA-B15:17 with pseudo-sequence HLA-B15:17. The binding affinity (normalized) is 0.0847. (3) The binding affinity (normalized) is 0.213. The MHC is HLA-B53:01 with pseudo-sequence HLA-B53:01. The peptide sequence is EVRKAIEFV. (4) The peptide sequence is AEILSGRVI. The MHC is HLA-A01:01 with pseudo-sequence HLA-A01:01. The binding affinity (normalized) is 0.0847. (5) The peptide sequence is AYISSEATTPV. The MHC is HLA-A33:01 with pseudo-sequence HLA-A33:01. The binding affinity (normalized) is 0.0370. (6) The MHC is HLA-A01:01 with pseudo-sequence HLA-A01:01. The peptide sequence is AVINTTCNYGQ. The binding affinity (normalized) is 0.0149.